From a dataset of Forward reaction prediction with 1.9M reactions from USPTO patents (1976-2016). Predict the product of the given reaction. (1) Given the reactants [CH3:1][C:2](P(C(C)(C)C)C1C(C2C=CC=CC=2)=CC=CC=1)(C)C.C([CH:24]([CH2:37][CH2:38][CH3:39])[C:25]#[C:26][P:27](=[O:36])([O-:35])[O:28][C:29]([CH2:31][CH2:32][CH2:33][Cl:34])=[CH2:30])C, predict the reaction product. The product is: [CH2:1]([O:35][P:27]1(=[O:36])[CH:26]=[C:25]([CH2:24][CH2:37][CH2:38][CH3:39])[CH:30]=[C:29]([CH2:31][CH2:32][CH2:33][Cl:34])[O:28]1)[CH3:2]. (2) Given the reactants [N+:1]([C:4]1[CH:5]=[N:6][CH:7]=[CH:8][C:9]=1[C:10]1[CH2:15][CH2:14][CH2:13][C:12](=[O:16])[CH:11]=1)([O-:3])=[O:2].[Cl-].[Cl-].[Cl-].[Ce+3].[BH4-].[Na+], predict the reaction product. The product is: [N+:1]([C:4]1[CH:5]=[N:6][CH:7]=[CH:8][C:9]=1[C:10]1[CH2:15][CH2:14][CH2:13][CH:12]([OH:16])[CH:11]=1)([O-:3])=[O:2]. (3) Given the reactants [Cl:1][C:2]1[CH:7]=[C:6]([NH2:8])[CH:5]=[CH:4][C:3]=1[C:9]1[CH:14]=[CH:13][C:12]([C:15]2[CH:20]=[CH:19][C:18]([S:21]([CH3:24])(=[O:23])=[O:22])=[CH:17][CH:16]=2)=[CH:11][CH:10]=1.II.[I:27]([O-])(=O)(=O)=O.[Na+], predict the reaction product. The product is: [Cl:1][C:2]1[CH:7]=[C:6]([NH2:8])[C:5]([I:27])=[CH:4][C:3]=1[C:9]1[CH:14]=[CH:13][C:12]([C:15]2[CH:20]=[CH:19][C:18]([S:21]([CH3:24])(=[O:23])=[O:22])=[CH:17][CH:16]=2)=[CH:11][CH:10]=1. (4) Given the reactants [NH2:1][C:2]1([C:9]2[CH:14]=[CH:13][CH:12]=[CH:11][CH:10]=2)[CH2:7][CH2:6][C:5](=O)[CH2:4][CH2:3]1.[NH:15]1[CH2:18][CH:17]([NH:19][C:20]([CH2:22][NH:23][C:24](=[O:35])[C:25]2[CH:30]=[CH:29][CH:28]=[C:27]([C:31]([F:34])([F:33])[F:32])[CH:26]=2)=[O:21])[CH2:16]1, predict the reaction product. The product is: [NH2:1][C:2]1([C:9]2[CH:14]=[CH:13][CH:12]=[CH:11][CH:10]=2)[CH2:7][CH2:6][CH:5]([N:15]2[CH2:18][CH:17]([NH:19][C:20]([CH2:22][NH:23][C:24](=[O:35])[C:25]3[CH:30]=[CH:29][CH:28]=[C:27]([C:31]([F:34])([F:32])[F:33])[CH:26]=3)=[O:21])[CH2:16]2)[CH2:4][CH2:3]1.